This data is from Forward reaction prediction with 1.9M reactions from USPTO patents (1976-2016). The task is: Predict the product of the given reaction. Given the reactants [F:1][C:2]1[CH:33]=[CH:32][C:5]([C:6](/[N:8]=[C:9]2\[NH:10][C:11]3[CH:29]=[CH:28][C:27]([CH2:30]O)=[CH:26][C:12]=3[N:13]\2[C@H:14]2[CH2:19][CH2:18][C@@H:17]([C:20](=[O:25])[NH:21][CH:22]([CH3:24])[CH3:23])[CH2:16][CH2:15]2)=[O:7])=[CH:4][CH:3]=1.S(Cl)(Cl)=O.Cl.[NH:39]1[CH2:43][CH2:42][CH:41]([C:44]([OH:47])([CH3:46])[CH3:45])[CH2:40]1.C1CCN2C(=NCCC2)CC1, predict the reaction product. The product is: [F:1][C:2]1[CH:33]=[CH:32][C:5]([C:6](/[N:8]=[C:9]2\[NH:10][C:11]3[CH:29]=[CH:28][C:27]([CH2:30][N:39]4[CH2:43][CH2:42][CH:41]([C:44]([OH:47])([CH3:46])[CH3:45])[CH2:40]4)=[CH:26][C:12]=3[N:13]\2[C@H:14]2[CH2:15][CH2:16][C@@H:17]([C:20](=[O:25])[NH:21][CH:22]([CH3:23])[CH3:24])[CH2:18][CH2:19]2)=[O:7])=[CH:4][CH:3]=1.